Predict the reactants needed to synthesize the given product. From a dataset of Full USPTO retrosynthesis dataset with 1.9M reactions from patents (1976-2016). (1) Given the product [CH3:1][N:2]([S:15]([C:18]1[CH:23]=[CH:22][CH:21]=[CH:20][C:19]=1[C:24]([F:27])([F:26])[F:25])(=[O:17])=[O:16])[C:3]1[CH:4]=[CH:5][CH:6]=[C:7]2[C:11]=1[NH:10][C:9]([C:12](=[S:37])[NH2:14])=[CH:8]2, predict the reactants needed to synthesize it. The reactants are: [CH3:1][N:2]([S:15]([C:18]1[CH:23]=[CH:22][CH:21]=[CH:20][C:19]=1[C:24]([F:27])([F:26])[F:25])(=[O:17])=[O:16])[C:3]1[CH:4]=[CH:5][CH:6]=[C:7]2[C:11]=1[NH:10][C:9]([C:12]([NH2:14])=O)=[CH:8]2.COC1C=CC(P2(SP(C3C=CC(OC)=CC=3)(=S)S2)=[S:37])=CC=1. (2) Given the product [C:8]([NH:17][C:18]1[CH:27]=[C:26]([O:28][CH3:29])[CH:25]=[CH:24][C:19]=1[C:20]([O:22][CH3:23])=[O:21])(=[O:15])[C:9]1[CH:14]=[CH:13][CH:12]=[CH:11][CH:10]=1, predict the reactants needed to synthesize it. The reactants are: C(N(CC)CC)C.[C:8](Cl)(=[O:15])[C:9]1[CH:14]=[CH:13][CH:12]=[CH:11][CH:10]=1.[NH2:17][C:18]1[CH:27]=[C:26]([O:28][CH3:29])[CH:25]=[CH:24][C:19]=1[C:20]([O:22][CH3:23])=[O:21].